This data is from Reaction yield outcomes from USPTO patents with 853,638 reactions. The task is: Predict the reaction yield, written as a fraction of the theoretical maximum amount of product (1.0 means a 100% yield; for example, 0.34 means a 34% yield). The reactants are [CH2:1]([C@@H:3]1[CH2:7][N:6]([C:8]([O:10][C:11]([CH3:14])([CH3:13])[CH3:12])=[O:9])[C@H:5]([C:15]([O:17]CC2C=CC=CC=2)=[O:16])[CH2:4]1)[CH3:2]. The yield is 0.770. The product is [C:11]([O:10][C:8]([N:6]1[CH2:7][C@@H:3]([CH2:1][CH3:2])[CH2:4][C@H:5]1[C:15]([OH:17])=[O:16])=[O:9])([CH3:12])([CH3:13])[CH3:14]. The catalyst is CO.[Pd].